This data is from Reaction yield outcomes from USPTO patents with 853,638 reactions. The task is: Predict the reaction yield, written as a fraction of the theoretical maximum amount of product (1.0 means a 100% yield; for example, 0.34 means a 34% yield). The catalyst is CN1C(=O)CCC1. The reactants are [C:1]([OH:4])(=O)[CH3:2].C1N=CN(C(N2C=NC=C2)=O)C=1.[NH2:17][C:18]1[CH:19]=[C:20]([CH:25]=[CH:26][C:27]=1[CH3:28])[C:21](=[NH:24])[NH:22]O.O. The yield is 0.600. The product is [CH3:28][C:27]1[CH:26]=[CH:25][C:20]([C:21]2[N:22]=[C:1]([CH3:2])[O:4][N:24]=2)=[CH:19][C:18]=1[NH2:17].